From a dataset of Reaction yield outcomes from USPTO patents with 853,638 reactions. Predict the reaction yield, written as a fraction of the theoretical maximum amount of product (1.0 means a 100% yield; for example, 0.34 means a 34% yield). The reactants are [F:1][C:2]1[CH:9]=[CH:8][C:5]([CH:6]=O)=[CH:4][CH:3]=1.[CH2:10]([NH2:14])[CH:11]([CH3:13])[CH3:12].[BH4-].[Na+].CO. The catalyst is C1(C)C=CC=CC=1. The product is [F:1][C:2]1[CH:9]=[CH:8][C:5]([CH2:6][NH:14][CH2:10][CH:11]([CH3:13])[CH3:12])=[CH:4][CH:3]=1. The yield is 0.760.